The task is: Predict which catalyst facilitates the given reaction.. This data is from Catalyst prediction with 721,799 reactions and 888 catalyst types from USPTO. (1) Reactant: [CH3:1][Si](C=[N+]=[N-])(C)C.[Cl:8][C:9]1[CH:10]=[CH:11][CH:12]=[C:13]2[C:18]=1[N:17]=[CH:16][N:15]=[C:14]2[C:19]1[CH:20]=[C:21]([CH:32]=[CH:33][C:34]=1[F:35])[O:22][C:23]1[CH:24]=[C:25]([CH:29]=[CH:30][CH:31]=1)[C:26]([OH:28])=[O:27].C(O)(=O)C. Product: [Cl:8][C:9]1[CH:10]=[CH:11][CH:12]=[C:13]2[C:18]=1[N:17]=[CH:16][N:15]=[C:14]2[C:19]1[CH:20]=[C:21]([CH:32]=[CH:33][C:34]=1[F:35])[O:22][C:23]1[CH:24]=[C:25]([CH:29]=[CH:30][CH:31]=1)[C:26]([O:28][CH3:1])=[O:27]. The catalyst class is: 61. (2) The catalyst class is: 44. Product: [N:18]1[CH:23]=[CH:22][CH:21]=[CH:20][C:19]=1[S:24][S:4][CH2:5][CH2:6][CH:7]([S:12]([OH:15])(=[O:13])=[O:14])[C:8]([OH:10])=[O:9]. Reactant: C([S:4][CH2:5][CH2:6][CH:7]([S:12]([OH:15])(=[O:14])=[O:13])[C:8]([O:10]C)=[O:9])(=O)C.[OH-].[Na+].[N:18]1[CH:23]=[CH:22][CH:21]=[CH:20][C:19]=1[S:24][S:24][C:19]1[CH:20]=[CH:21][CH:22]=[CH:23][N:18]=1.